This data is from Full USPTO retrosynthesis dataset with 1.9M reactions from patents (1976-2016). The task is: Predict the reactants needed to synthesize the given product. Given the product [F:1][C:2]1[CH:10]=[CH:9][CH:8]=[C:7]2[C:3]=1[CH2:4][N:5]([C:12]1[N:17]=[C:16]([NH:18][C:19]3[CH:20]=[C:21]4[C:25](=[CH:26][CH:27]=3)[NH:24][N:23]=[CH:22]4)[CH:15]=[CH:14][N:13]=1)[CH2:6]2, predict the reactants needed to synthesize it. The reactants are: [F:1][C:2]1[CH:10]=[CH:9][CH:8]=[C:7]2[C:3]=1[CH2:4][NH:5][CH2:6]2.Cl[C:12]1[N:17]=[C:16]([NH:18][C:19]2[CH:20]=[C:21]3[C:25](=[CH:26][CH:27]=2)[NH:24][N:23]=[CH:22]3)[CH:15]=[CH:14][N:13]=1.CCN(C(C)C)C(C)C.